This data is from Full USPTO retrosynthesis dataset with 1.9M reactions from patents (1976-2016). The task is: Predict the reactants needed to synthesize the given product. (1) Given the product [CH2:1]([O:3][C:4]([C:6]1[CH:10]=[C:9]([CH3:11])[N:8]([CH2:12][C:13]([OH:15])=[O:14])[N:7]=1)=[O:5])[CH3:2], predict the reactants needed to synthesize it. The reactants are: [CH2:1]([O:3][C:4]([C:6]1[CH:10]=[C:9]([CH3:11])[N:8]([CH2:12][C:13]([O:15]CC2C=CC=CC=2)=[O:14])[N:7]=1)=[O:5])[CH3:2]. (2) Given the product [CH3:19][C:6]1[N:5]=[CH:4][C:3]([O:8][C:9]([CH3:15])([CH3:16])[C:10]([OH:12])=[O:11])=[CH:2][CH:7]=1, predict the reactants needed to synthesize it. The reactants are: C[C:2]1[CH:7]=[CH:6][N:5]=[CH:4][C:3]=1[O:8][C:9]([CH3:16])([CH3:15])[C:10]([O:12]CC)=[O:11].[OH-].[K+].[CH:19](O)=O.